Binary Classification. Given a drug SMILES string, predict its activity (active/inactive) in a high-throughput screening assay against a specified biological target. From a dataset of Tyrosyl-DNA phosphodiesterase HTS with 341,365 compounds. (1) The compound is S1(=O)(=O)CC(N(CC)C(=O)CSc2sc(NCc3ccccc3)nn2)CC1. The result is 0 (inactive). (2) The result is 0 (inactive). The compound is S(=O)(=O)(N1CCOCC1)c1c(OC)ccc(NC(=O)/C=C\c2cc(OC)c(OC(F)F)cc2)c1. (3) The molecule is s1c2c(n(CC(=O)c3ccccc3)c(=O)n(c2=O)c2ccc(F)cc2)cc1. The result is 0 (inactive). (4) The molecule is S(=O)(=O)(N(CC(=O)NCc1ccccc1)c1cc([N+]([O-])=O)ccc1)c1ccccc1. The result is 0 (inactive). (5) The drug is S(=O)(=O)(Nc1c(Oc2ccccc2)cc([N+]([O-])=O)cc1)C. The result is 1 (active). (6) The compound is OC(=O)c1c(n(nc1C)c1ccccc1)c1c([N+]([O-])=O)cccc1. The result is 0 (inactive). (7) The compound is s1c(N2CCOCC2)c(cc1C(=O)NCc1cc2OCOc2cc1)c1ccccc1. The result is 0 (inactive). (8) The drug is S(=O)(=O)(Cc1cc(C(=O)NN(c2ccccc2)c2ccccc2)ccc1)C. The result is 0 (inactive). (9) The drug is O(C1C(N(C1=O)CCc1cc(OC)c(OC)cc1)c1cc2OCOc2cc1)c1ccc(OC)cc1. The result is 0 (inactive). (10) The molecule is Clc1cc2nccc(N3CCN(CC3)C(=O)Nc3ccc(cc3)C(F)(F)F)c2cc1. The result is 0 (inactive).